This data is from Catalyst prediction with 721,799 reactions and 888 catalyst types from USPTO. The task is: Predict which catalyst facilitates the given reaction. (1) The catalyst class is: 4. Product: [N+:1]([C:4]1[CH:5]=[CH:6][C:7]([N:10]2[CH2:15][CH2:14][N:13]([C:23](=[O:25])[CH3:24])[CH2:12][CH2:11]2)=[CH:8][CH:9]=1)([O-:3])=[O:2]. Reactant: [N+:1]([C:4]1[CH:9]=[CH:8][C:7]([N:10]2[CH2:15][CH2:14][NH:13][CH2:12][CH2:11]2)=[CH:6][CH:5]=1)([O-:3])=[O:2].C(N(CC)CC)C.[C:23](OC(=O)C)(=[O:25])[CH3:24].C(=O)(O)[O-].[Na+]. (2) Reactant: [Br:1][C:2]1[CH:3]=[C:4]2[C:8](=[CH:9][CH:10]=1)[N:7]([CH:11]1[CH2:16][CH2:15][CH2:14][CH2:13][O:12]1)[N:6]=[C:5]2[C:17]1[CH:22]=[C:21]([O:23][CH2:24][C:25]2[CH:30]=[CH:29][C:28]([O:31][CH3:32])=[CH:27][CH:26]=2)[N:20]=[C:19](S(C)(=O)=O)[N:18]=1.[CH3:37][NH:38][CH3:39]. Product: [Br:1][C:2]1[CH:3]=[C:4]2[C:8](=[CH:9][CH:10]=1)[N:7]([CH:11]1[CH2:16][CH2:15][CH2:14][CH2:13][O:12]1)[N:6]=[C:5]2[C:17]1[CH:22]=[C:21]([O:23][CH2:24][C:25]2[CH:30]=[CH:29][C:28]([O:31][CH3:32])=[CH:27][CH:26]=2)[N:20]=[C:19]([N:38]([CH3:39])[CH3:37])[N:18]=1. The catalyst class is: 179. (3) Reactant: [N+:1]([C:4]1[CH:5]=[C:6]([OH:11])[CH:7]=[CH:8][C:9]=1Cl)([O-:3])=[O:2].[C:12]([NH:15][C:16]1[CH:21]=[CH:20][C:19]([SH:22])=[CH:18][CH:17]=1)(=[O:14])[CH3:13].C(=O)([O-])[O-].[Cs+].[Cs+]. Product: [OH:11][C:6]1[CH:7]=[CH:8][C:9]([S:22][C:19]2[CH:18]=[CH:17][C:16]([NH:15][C:12](=[O:14])[CH3:13])=[CH:21][CH:20]=2)=[C:4]([N+:1]([O-:3])=[O:2])[CH:5]=1. The catalyst class is: 3. (4) Reactant: [N:1]1([C:5]([C:7]2[O:11][C:10]([S:12]([NH:15]C(C)(C)C)(=[O:14])=[O:13])=[CH:9][CH:8]=2)=[O:6])[CH2:4][CH2:3][CH2:2]1. Product: [N:1]1([C:5]([C:7]2[O:11][C:10]([S:12]([NH2:15])(=[O:14])=[O:13])=[CH:9][CH:8]=2)=[O:6])[CH2:4][CH2:3][CH2:2]1. The catalyst class is: 55. (5) Reactant: [CH2:1]([NH:3][C:4]1[CH:8]=[C:7]([C:9]2[CH:14]=[CH:13][N:12]=[CH:11][CH:10]=2)[S:6][C:5]=1[C:15]([NH2:17])=[O:16])[CH3:2].[CH3:18][CH2:19][C:20](=O)[CH2:21][CH3:22].O.C1(C)C=CC(S(O)(=O)=O)=CC=1.C(=O)([O-])O.[Na+]. Product: [CH2:1]([N:3]1[C:4]2[CH:8]=[C:7]([C:9]3[CH:14]=[CH:13][N:12]=[CH:11][CH:10]=3)[S:6][C:5]=2[C:15](=[O:16])[NH:17][C:20]1([CH2:21][CH3:22])[CH2:19][CH3:18])[CH3:2]. The catalyst class is: 15. (6) Reactant: [C:1]1([C@@H:7]([NH:10][C:11]([C:13]2[C:22]3[C:17](=[CH:18][CH:19]=[CH:20][CH:21]=3)[C:16](=[O:23])[N:15]([C:24]3[CH:29]=[CH:28][CH:27]=[CH:26][CH:25]=3)[C:14]=2[CH2:30]Br)=[O:12])[CH2:8][CH3:9])[CH:6]=[CH:5][CH:4]=[CH:3][CH:2]=1.[C-:32]#[N:33].[Na+].O.CCCCCCC. Product: [C:1]1([C@@H:7]([NH:10][C:11]([C:13]2[C:22]3[C:17](=[CH:18][CH:19]=[CH:20][CH:21]=3)[C:16](=[O:23])[N:15]([C:24]3[CH:29]=[CH:28][CH:27]=[CH:26][CH:25]=3)[C:14]=2[CH2:30][C:32]#[N:33])=[O:12])[CH2:8][CH3:9])[CH:6]=[CH:5][CH:4]=[CH:3][CH:2]=1. The catalyst class is: 118. (7) Reactant: [Br:1][C:2]1[CH:3]=[C:4]([N:12]2[CH2:17][CH2:16][NH:15][CH2:14][CH2:13]2)[CH:5]=[C:6]([C:8]([F:11])([F:10])[F:9])[CH:7]=1.[C:18](Cl)(=[O:20])[CH3:19].C(N(CC)CC)C. Product: [Br:1][C:2]1[CH:3]=[C:4]([N:12]2[CH2:17][CH2:16][N:15]([C:18](=[O:20])[CH3:19])[CH2:14][CH2:13]2)[CH:5]=[C:6]([C:8]([F:10])([F:11])[F:9])[CH:7]=1. The catalyst class is: 4. (8) Reactant: [CH2:1]([NH:3][C:4]1[N:16]2[C:7]([C:8]3[CH:9]=[C:10]([C:35]4[CH:40]=[CH:39][CH:38]=[CH:37][CH:36]=4)[C:11]([C:17]4[CH:22]=[CH:21][C:20]([C:23]5([NH:27]C(=O)OC(C)(C)C)[CH2:26][CH2:25][CH2:24]5)=[CH:19][CH:18]=4)=[N:12][C:13]=3[CH:14]=[CH:15]2)=[N:6][N:5]=1)[CH3:2].[ClH:41].CCOC(C)=O. Product: [ClH:41].[ClH:41].[CH2:1]([NH:3][C:4]1[N:16]2[C:7]([C:8]3[CH:9]=[C:10]([C:35]4[CH:36]=[CH:37][CH:38]=[CH:39][CH:40]=4)[C:11]([C:17]4[CH:18]=[CH:19][C:20]([C:23]5([NH2:27])[CH2:24][CH2:25][CH2:26]5)=[CH:21][CH:22]=4)=[N:12][C:13]=3[CH:14]=[CH:15]2)=[N:6][N:5]=1)[CH3:2]. The catalyst class is: 100. (9) Reactant: C(OC([NH:8][C:9]1[CH:18]=[CH:17][C:16]2[C:11](=[CH:12][CH:13]=[CH:14][CH:15]=2)[C:10]=1[C:19]([OH:21])=[O:20])=O)(C)(C)C. Product: [NH2:8][C:9]1[CH:18]=[CH:17][C:16]2[CH2:15][CH2:14][CH2:13][CH2:12][C:11]=2[C:10]=1[C:19]([OH:21])=[O:20]. The catalyst class is: 15.